From a dataset of Full USPTO retrosynthesis dataset with 1.9M reactions from patents (1976-2016). Predict the reactants needed to synthesize the given product. The reactants are: [Cl:1][C:2]1[CH:7]=[CH:6][N:5]=[C:4]([NH2:8])[CH:3]=1.C1C(=O)N([Br:16])C(=O)C1. Given the product [Br:16][C:7]1[C:2]([Cl:1])=[CH:3][C:4]([NH2:8])=[N:5][CH:6]=1, predict the reactants needed to synthesize it.